This data is from Full USPTO retrosynthesis dataset with 1.9M reactions from patents (1976-2016). The task is: Predict the reactants needed to synthesize the given product. Given the product [Cl:1][C:2]1[CH:7]=[CH:6][C:5]([CH:8]2[C:15]3[C:14]([CH3:16])=[N:13][N:12]([CH:17]4[CH2:20][CH2:19][CH2:18]4)[C:11]=3[C:10](=[O:21])[N:9]2[C:23]2[CH:24]=[C:25]([CH3:31])[C:26](=[O:30])[N:27]([CH3:29])[CH:28]=2)=[CH:4][CH:3]=1, predict the reactants needed to synthesize it. The reactants are: [Cl:1][C:2]1[CH:7]=[CH:6][C:5]([CH:8]2[C:15]3[C:14]([CH3:16])=[N:13][N:12]([CH:17]4[CH2:20][CH2:19][CH2:18]4)[C:11]=3[C:10](=[O:21])[NH:9]2)=[CH:4][CH:3]=1.I[C:23]1[CH:24]=[C:25]([CH3:31])[C:26](=[O:30])[N:27]([CH3:29])[CH:28]=1.